From a dataset of Reaction yield outcomes from USPTO patents with 853,638 reactions. Predict the reaction yield, written as a fraction of the theoretical maximum amount of product (1.0 means a 100% yield; for example, 0.34 means a 34% yield). (1) The reactants are [CH3:1][O:2][C:3]1[CH:4]=[CH:5][C:6]2[S:11][CH2:10][C:9](=[O:12])[N:8]([CH2:13][CH2:14][N:15]3[CH2:20][CH2:19][CH:18]([NH:21]C(=O)OC(C)(C)C)[CH2:17][CH2:16]3)[C:7]=2[CH:29]=1.NC1CCN(CCN2C3C(=CC=C(C#N)C=3)C=CC2=O)CC1. No catalyst specified. The product is [NH2:21][CH:18]1[CH2:17][CH2:16][N:15]([CH2:14][CH2:13][N:8]2[C:7]3[CH:29]=[C:3]([O:2][CH3:1])[CH:4]=[CH:5][C:6]=3[S:11][CH2:10][C:9]2=[O:12])[CH2:20][CH2:19]1. The yield is 1.00. (2) The reactants are [S:1]1[C:5]2[NH:6][C:7]([C:9]([O:11][CH2:12][CH3:13])=[O:10])=[CH:8][C:4]=2[CH:3]=[CH:2]1.[Cl:14]N1C(=O)CCC1=O.BrC1C2C=CSC=2NC=1C(OCC)=O. No catalyst specified. The product is [Cl:14][C:8]1[C:4]2[CH:3]=[CH:2][S:1][C:5]=2[NH:6][C:7]=1[C:9]([O:11][CH2:12][CH3:13])=[O:10]. The yield is 0.190. (3) The reactants are [CH2:1]([C:3]1[NH:4][C:5]2[C:10]([CH:11]=1)=[C:9]([O:12][CH3:13])[CH:8]=[CH:7][CH:6]=2)[CH3:2].[CH2:14](Br)[C:15]1[CH:20]=[CH:19][CH:18]=[CH:17][CH:16]=1. The catalyst is CN(C=O)C.O.C(OCC)(=O)C. The product is [CH2:1]([C:3]1[N:4]([CH2:14][C:15]2[CH:20]=[CH:19][CH:18]=[CH:17][CH:16]=2)[C:5]2[C:10]([CH:11]=1)=[C:9]([O:12][CH3:13])[CH:8]=[CH:7][CH:6]=2)[CH3:2]. The yield is 0.490. (4) The catalyst is CC(C)=O. The reactants are [C:1]([C:5]1[CH:6]=[C:7]([CH:10]=[CH:11][C:12]=1[F:13])[CH2:8]Br)([CH3:4])([CH3:3])[CH3:2].[I-:14].[Na+].O. The product is [C:1]([C:5]1[CH:6]=[C:7]([CH:10]=[CH:11][C:12]=1[F:13])[CH2:8][I:14])([CH3:4])([CH3:3])[CH3:2]. The yield is 0.660.